Dataset: Reaction yield outcomes from USPTO patents with 853,638 reactions. Task: Predict the reaction yield, written as a fraction of the theoretical maximum amount of product (1.0 means a 100% yield; for example, 0.34 means a 34% yield). The reactants are [C:1]1([N:7]2[N:11]=[C:10]([CH2:12][C:13]#[N:14])[C:9]([CH2:15][CH3:16])=[N:8]2)[CH:6]=[CH:5][CH:4]=[CH:3][CH:2]=1.C([O:19][C:20]([C:22]1[N:26]([CH3:27])[N:25]=[C:24]([CH3:28])[C:23]=1[CH3:29])=O)C.CCCCCCC.CC(C)([O-])C.[K+]. The catalyst is COCCOCCOC. The product is [C:1]1([N:7]2[N:11]=[C:10]([CH:12]([C:20]([C:22]3[N:26]([CH3:27])[N:25]=[C:24]([CH3:28])[C:23]=3[CH3:29])=[O:19])[C:13]#[N:14])[C:9]([CH2:15][CH3:16])=[N:8]2)[CH:6]=[CH:5][CH:4]=[CH:3][CH:2]=1. The yield is 0.680.